Predict the product of the given reaction. From a dataset of Forward reaction prediction with 1.9M reactions from USPTO patents (1976-2016). (1) The product is: [CH2:24]([N:3]([CH2:1][CH3:2])[CH2:4][CH2:5][CH2:6][CH:7]([NH:9][C:10](=[O:23])[CH2:11][CH2:12][N:13]1[C:22]2[C:17](=[CH:18][C:19]([CH:34]=[O:35])=[CH:20][CH:21]=2)[CH2:16][CH2:15][CH2:14]1)[CH3:8])[CH3:25]. Given the reactants [CH2:1]([N:3]([CH2:24][CH3:25])[CH2:4][CH2:5][CH2:6][CH:7]([NH:9][C:10](=[O:23])[CH2:11][CH2:12][N:13]1[C:22]2[C:17](=[CH:18][CH:19]=[CH:20][CH:21]=2)[CH2:16][CH2:15][CH2:14]1)[CH3:8])[CH3:2].O=P(Cl)(Cl)Cl.CN([CH:34]=[O:35])C, predict the reaction product. (2) The product is: [OH:4][C@H:3]1[C@@H:5]([OH:6])[C@H:7]([OH:8])[C@@H:9]([CH2:11][OH:12])[O:10][C@@H:2]1[NH:13][C:14]1[CH:15]=[CH:16][C:17]([C:20]2[CH:21]=[C:22]([CH:23]=[CH:24][CH:25]=2)[C:26]([O:28][CH3:29])=[O:27])=[CH:18][CH:19]=1. Given the reactants O[C@H:2]1[O:10][C@H:9]([CH2:11][OH:12])[C@@H:7]([OH:8])[C@H:5]([OH:6])[C@@H:3]1[OH:4].[NH2:13][C:14]1[CH:19]=[CH:18][C:17]([C:20]2[CH:25]=[CH:24][CH:23]=[C:22]([C:26]([O:28][CH3:29])=[O:27])[CH:21]=2)=[CH:16][CH:15]=1, predict the reaction product. (3) Given the reactants Cl[C:2]1[C:3]2[CH:10]=[CH:9][NH:8][C:4]=2[N:5]=[CH:6][N:7]=1.[CH:11]1([Mg]Br)[CH2:13][CH2:12]1, predict the reaction product. The product is: [CH:11]1([C:2]2[C:3]3[CH:10]=[CH:9][NH:8][C:4]=3[N:5]=[CH:6][N:7]=2)[CH2:13][CH2:12]1. (4) Given the reactants [C:1]([OH:9])(=O)[C:2]1[CH:7]=[CH:6][N:5]=[CH:4][CH:3]=1.C(Cl)CCl.C1C=CC2N(O)N=NC=2C=1.[NH2:24][C:25]([CH3:40])([CH3:39])[CH2:26][O:27][C:28]1[CH:35]=[CH:34][CH:33]=[C:32]([N+:36]([O-:38])=[O:37])[C:29]=1[C:30]#[N:31], predict the reaction product. The product is: [C:30]([C:29]1[C:32]([N+:36]([O-:38])=[O:37])=[CH:33][CH:34]=[CH:35][C:28]=1[O:27][CH2:26][C:25]([NH:24][C:1](=[O:9])[C:2]1[CH:3]=[CH:4][N:5]=[CH:6][CH:7]=1)([CH3:40])[CH3:39])#[N:31]. (5) Given the reactants [CH3:1][C:2]1[C:7]2[S:8][CH:9]=[CH:10][C:6]=2[CH:5]=[CH:4][CH:3]=1.[Br:11][C:12]1[CH:13]=[CH:14][C:15]([Cl:20])=[C:16]([CH:19]=1)[CH:17]=O, predict the reaction product. The product is: [Br:11][C:12]1[CH:13]=[CH:14][C:15]([Cl:20])=[C:16]([CH2:17][C:9]2[S:8][C:7]3[C:2]([CH3:1])=[CH:3][CH:4]=[CH:5][C:6]=3[CH:10]=2)[CH:19]=1. (6) Given the reactants [I:1][CH2:2][C:3]1[N:4]=[C:5]([C:14]2[CH:19]=[CH:18][C:17](C)=[CH:16][CH:15]=2)[O:6][C:7]=1[C:8]1C=CC=CC=1.C/C(/C(C)=O)=N\O.[F:28][C:29]([F:39])([F:38])C1C=CC=CC=1C=O, predict the reaction product. The product is: [I:1][CH2:2][C:3]1[N:4]=[C:5]([C:14]2[CH:15]=[CH:16][CH:17]=[CH:18][C:19]=2[C:29]([F:39])([F:38])[F:28])[O:6][C:7]=1[CH3:8].